This data is from Forward reaction prediction with 1.9M reactions from USPTO patents (1976-2016). The task is: Predict the product of the given reaction. (1) Given the reactants C(OC([N:8]1[CH2:13][CH2:12][CH:11]([C:14]2[O:15][C:16]([C:19]3[C:20]([NH2:35])=[N:21][CH:22]=[C:23]([C:25]4[CH:26]=[C:27]5[C:31](=[CH:32][CH:33]=4)[N:30]([CH3:34])[CH:29]=[CH:28]5)[CH:24]=3)=[N:17][N:18]=2)[CH2:10][CH2:9]1)=O)(C)(C)C.C([SiH](CC)CC)C.C([O-])(O)=O.[Na+], predict the reaction product. The product is: [CH3:34][N:30]1[C:31]2[C:27](=[CH:26][C:25]([C:23]3[CH:24]=[C:19]([C:16]4[O:15][C:14]([CH:11]5[CH2:12][CH2:13][NH:8][CH2:9][CH2:10]5)=[N:18][N:17]=4)[C:20]([NH2:35])=[N:21][CH:22]=3)=[CH:33][CH:32]=2)[CH2:28][CH2:29]1. (2) Given the reactants [C:1]([O:5][C:6]([NH:8][C@@H:9]([CH:13]1[CH2:15][CH2:14]1)[C:10]([OH:12])=[O:11])=[O:7])([CH3:4])([CH3:3])[CH3:2].[H-].[Na+].CI.[C:20](O)(=O)CC(CC(O)=O)(C(O)=O)O, predict the reaction product. The product is: [C:1]([O:5][C:6]([N:8]([CH3:20])[C@@H:9]([CH:13]1[CH2:14][CH2:15]1)[C:10]([OH:12])=[O:11])=[O:7])([CH3:4])([CH3:2])[CH3:3]. (3) Given the reactants [CH3:1][O:2][CH2:3][CH2:4][CH2:5][CH2:6][N:7]1[C:12]2[CH:13]=[C:14]([C:21]([OH:23])=O)[C:15]([C:17]([F:20])([F:19])[F:18])=[CH:16][C:11]=2[O:10][C:9]([CH3:25])([CH3:24])[C:8]1=[O:26].[CH:27]([NH:30][CH:31]1[CH2:37][CH2:36][CH2:35][CH2:34][N:33]([C:38]([O:40][C:41]([CH3:44])([CH3:43])[CH3:42])=[O:39])[CH2:32]1)([CH3:29])[CH3:28], predict the reaction product. The product is: [CH:27]([N:30]([C:21]([C:14]1[C:15]([C:17]([F:19])([F:20])[F:18])=[CH:16][C:11]2[O:10][C:9]([CH3:25])([CH3:24])[C:8](=[O:26])[N:7]([CH2:6][CH2:5][CH2:4][CH2:3][O:2][CH3:1])[C:12]=2[CH:13]=1)=[O:23])[CH:31]1[CH2:37][CH2:36][CH2:35][CH2:34][N:33]([C:38]([O:40][C:41]([CH3:43])([CH3:42])[CH3:44])=[O:39])[CH2:32]1)([CH3:29])[CH3:28]. (4) Given the reactants Cl.[OH:2][C:3]1[CH:4]=[C:5]2[C:10](=[CH:11][CH:12]=1)[CH2:9][NH:8][CH2:7][CH2:6]2.C(N(CC)CC)C.[C:20](O[C:20]([O:22][C:23]([CH3:26])([CH3:25])[CH3:24])=[O:21])([O:22][C:23]([CH3:26])([CH3:25])[CH3:24])=[O:21], predict the reaction product. The product is: [C:23]([O:22][C:20]([N:8]1[CH2:7][CH2:6][C:5]2[C:10](=[CH:11][CH:12]=[C:3]([OH:2])[CH:4]=2)[CH2:9]1)=[O:21])([CH3:26])([CH3:25])[CH3:24]. (5) Given the reactants [OH-].[Li+].[CH3:3][O:4][C:5]1[CH:10]=[CH:9][C:8]([N:11]2[C:15]([C:16]([O:18]C)=[O:17])=[CH:14][C:13]([S:20]([CH3:23])(=[O:22])=[O:21])=[N:12]2)=[CH:7][CH:6]=1, predict the reaction product. The product is: [CH3:3][O:4][C:5]1[CH:6]=[CH:7][C:8]([N:11]2[C:15]([C:16]([OH:18])=[O:17])=[CH:14][C:13]([S:20]([CH3:23])(=[O:22])=[O:21])=[N:12]2)=[CH:9][CH:10]=1. (6) The product is: [N:23]1([S:2]([C:5]2[CH:6]=[C:7]([CH:11]=[CH:12][CH:13]=2)[C:8]([OH:10])=[O:9])(=[O:4])=[O:3])[CH2:28][CH2:27][O:26][CH2:25][CH2:24]1. Given the reactants Cl[S:2]([C:5]1[CH:6]=[C:7]([CH:11]=[CH:12][CH:13]=1)[C:8]([OH:10])=[O:9])(=[O:4])=[O:3].C(N(C(C)C)CC)(C)C.[NH:23]1[CH2:28][CH2:27][O:26][CH2:25][CH2:24]1, predict the reaction product. (7) Given the reactants C[Si]([C:5]#[CH:6])(C)C.C[Mg+].[Br-].C1COCC1.[C:15]1([CH:31]=[O:32])[C:28]2[C:29]3=[C:30]4[C:25](=[CH:26][CH:27]=2)[CH:24]=[CH:23][CH:22]=[C:21]4[CH:20]=[CH:19][C:18]3=[CH:17][CH:16]=1.[NH4+].[Cl-].C([O-])([O-])=O.[K+].[K+], predict the reaction product. The product is: [C:15]1([CH:31]([OH:32])[C:5]#[CH:6])[C:28]2[C:29]3=[C:30]4[C:25](=[CH:26][CH:27]=2)[CH:24]=[CH:23][CH:22]=[C:21]4[CH:20]=[CH:19][C:18]3=[CH:17][CH:16]=1. (8) Given the reactants C(OC([NH:8][CH:9]([CH3:29])[CH:10]([C:12]1([C:25](OC)=[O:26])[CH2:17][CH2:16][N:15]([C:18]([O:20][C:21]([CH3:24])([CH3:23])[CH3:22])=[O:19])[CH2:14][CH2:13]1)[OH:11])=O)(C)(C)C.C(O)(C(F)(F)F)=O.C([O-])([O-])=O.[K+].[K+].C([O-])(O)=O.[Na+].O(C(OC(C)(C)C)=O)C(OC(C)(C)C)=O, predict the reaction product. The product is: [OH:11][CH:10]1[C:12]2([CH2:17][CH2:16][N:15]([C:18]([O:20][C:21]([CH3:24])([CH3:23])[CH3:22])=[O:19])[CH2:14][CH2:13]2)[C:25](=[O:26])[NH:8][CH:9]1[CH3:29]. (9) Given the reactants [CH3:1][O:2][C:3]1[CH:8]=[CH:7][CH:6]=[C:5]([O:9][CH3:10])[CH:4]=1.[Li]CCCC.Br[C:17]1[CH:22]=[CH:21][CH:20]=[CH:19][C:18]=1Cl.Cl[P:25]([CH:32]1[CH2:37][CH2:36][CH2:35][CH2:34][CH2:33]1)[CH:26]1[CH2:31][CH2:30][CH2:29][CH2:28][CH2:27]1, predict the reaction product. The product is: [CH3:1][O:2][C:3]1[CH:8]=[CH:7][CH:6]=[C:5]([O:9][CH3:10])[C:4]=1[C:18]1[CH:19]=[CH:20][CH:21]=[CH:22][C:17]=1[P:25]([CH:32]1[CH2:33][CH2:34][CH2:35][CH2:36][CH2:37]1)[CH:26]1[CH2:31][CH2:30][CH2:29][CH2:28][CH2:27]1.